This data is from Forward reaction prediction with 1.9M reactions from USPTO patents (1976-2016). The task is: Predict the product of the given reaction. (1) Given the reactants [C:1]([O-])([O-])=O.[K+].[K+].[C:7]1(C)[C:12]([OH:13])=[CH:11][CH:10]=[CH:9][CH:8]=1.Br[CH2:16][C:17]1[CH:26]=[CH:25][C:20]([C:21]([O:23][CH3:24])=[O:22])=[CH:19][CH:18]=1, predict the reaction product. The product is: [C:10]1([CH3:1])[CH:9]=[CH:8][CH:7]=[C:12]([O:13][CH2:16][C:17]2[CH:26]=[CH:25][C:20]([C:21]([O:23][CH3:24])=[O:22])=[CH:19][CH:18]=2)[CH:11]=1. (2) Given the reactants [F:1][C:2]1[CH:7]=[CH:6][C:5]([C:8]2[N:12]([CH2:13][CH2:14][CH2:15][CH2:16]O)[N:11]=[C:10]([CH3:18])[CH:9]=2)=[CH:4][CH:3]=1.CC1C=C[C:23]([S:26](Cl)(=O)=O)=CC=1.Cl, predict the reaction product. The product is: [F:1][C:2]1[CH:7]=[CH:6][C:5]([C:8]2[N:12]([CH2:13][CH2:14][CH2:15][CH2:16][S:26][CH3:23])[N:11]=[C:10]([CH3:18])[CH:9]=2)=[CH:4][CH:3]=1.